The task is: Predict which catalyst facilitates the given reaction.. This data is from Catalyst prediction with 721,799 reactions and 888 catalyst types from USPTO. Reactant: [F:1][C:2]1[CH:25]=[CH:24][CH:23]=[C:22]([F:26])[C:3]=1[O:4][C:5]1[CH2:9][N:8]([CH:10]([CH2:14][CH:15]2[CH2:20][CH2:19][O:18][CH2:17][CH2:16]2)[C:11](O)=[O:12])[C:7](=[O:21])[CH:6]=1.F[P-](F)(F)(F)(F)F.Br[P+](N1CCCC1)(N1CCCC1)N1CCCC1.C(N(CC)C(C)C)(C)C.[CH3:60][O:61][C:62](=[O:70])[C:63]1[CH:68]=[CH:67][C:66]([NH2:69])=[N:65][CH:64]=1. Product: [CH3:60][O:61][C:62](=[O:70])[C:63]1[CH:68]=[CH:67][C:66]([NH:69][C:11](=[O:12])[CH:10]([N:8]2[CH2:9][C:5]([O:4][C:3]3[C:22]([F:26])=[CH:23][CH:24]=[CH:25][C:2]=3[F:1])=[CH:6][C:7]2=[O:21])[CH2:14][CH:15]2[CH2:20][CH2:19][O:18][CH2:17][CH2:16]2)=[N:65][CH:64]=1. The catalyst class is: 4.